Dataset: Forward reaction prediction with 1.9M reactions from USPTO patents (1976-2016). Task: Predict the product of the given reaction. (1) Given the reactants [CH2:1]=[C:2]([CH:4]1[CH2:9][CH2:8][CH2:7][CH2:6][C:5]1=[O:10])[CH3:3].[NH:11]1[C:19]2[C:14](=[CH:15][CH:16]=[CH:17][CH:18]=2)[CH:13]=[CH:12]1.N1C2C(=CC=CC=2)CC=1.C([Al](Cl)Cl)C, predict the reaction product. The product is: [CH3:1][C:2]1[CH2:3][CH:12]2[CH2:13][C:14]3[C:19](=[CH:18][CH:17]=[CH:16][CH:15]=3)[N:11]2[C:5](=[O:10])[CH2:6][CH2:7][CH2:8][CH2:9][CH:4]=1. (2) Given the reactants [S:1]1[CH:5]=[C:4]([C:6]2[CH:16]=[CH:15][C:9]([O:10][CH2:11][CH:12]3[CH2:14][O:13]3)=[CH:8][CH:7]=2)[C:3]2[CH:17]=[CH:18][CH:19]=[CH:20][C:2]1=2.[Cl:21][C:22]1[CH:29]=[CH:28][CH:27]=[CH:26][C:23]=1[CH2:24][NH2:25], predict the reaction product. The product is: [S:1]1[CH:5]=[C:4]([C:6]2[CH:16]=[CH:15][C:9]([O:10][CH2:11][C@H:12]([OH:13])[CH2:14][NH:25][CH2:24][C:23]3[CH:26]=[CH:27][CH:28]=[CH:29][C:22]=3[Cl:21])=[CH:8][CH:7]=2)[C:3]2[CH:17]=[CH:18][CH:19]=[CH:20][C:2]1=2. (3) The product is: [Cl:10][C:11]1[C:16]([Cl:17])=[CH:15][CH:14]=[CH:13][C:12]=1[S:18]([NH:9][C:8]1[C:3]([O:2][CH3:1])=[N:4][CH:5]=[N:6][CH:7]=1)(=[O:20])=[O:19]. Given the reactants [CH3:1][O:2][C:3]1[C:8]([NH2:9])=[CH:7][N:6]=[CH:5][N:4]=1.[Cl:10][C:11]1[C:16]([Cl:17])=[CH:15][CH:14]=[CH:13][C:12]=1[S:18](Cl)(=[O:20])=[O:19], predict the reaction product. (4) Given the reactants Cl[C:2]1[C:7]([N:8]=[C:9]([C:18]2[CH:23]=[CH:22][N:21]=[C:20]([S:24][CH3:25])[N:19]=2)[CH2:10][C:11]2[CH:16]=[CH:15][C:14]([F:17])=[CH:13][CH:12]=2)=[CH:6][CH:5]=[CH:4][N:3]=1.C1N2CCN(CC2)C1.O, predict the reaction product. The product is: [F:17][C:14]1[CH:15]=[CH:16][C:11]([C:10]2[C:2]3=[N:3][CH:4]=[CH:5][CH:6]=[C:7]3[NH:8][C:9]=2[C:18]2[CH:23]=[CH:22][N:21]=[C:20]([S:24][CH3:25])[N:19]=2)=[CH:12][CH:13]=1. (5) Given the reactants [C:1]1([C:7]2[CH:8]=[C:9]([C:16](Cl)=[O:17])[S:10][C:11]=2[C:12]([F:15])([F:14])[F:13])[CH:6]=[CH:5][CH:4]=[CH:3][CH:2]=1.[NH2:19][C:20]1[C:21]([CH3:26])=[CH:22][CH:23]=[CH:24][CH:25]=1.N1C=CC=CC=1, predict the reaction product. The product is: [C:1]1([C:7]2[CH:8]=[C:9]([C:16]([NH:19][C:20]3[CH:25]=[CH:24][CH:23]=[CH:22][C:21]=3[CH3:26])=[O:17])[S:10][C:11]=2[C:12]([F:15])([F:14])[F:13])[CH:6]=[CH:5][CH:4]=[CH:3][CH:2]=1.